Task: Regression/Classification. Given a drug SMILES string, predict its absorption, distribution, metabolism, or excretion properties. Task type varies by dataset: regression for continuous measurements (e.g., permeability, clearance, half-life) or binary classification for categorical outcomes (e.g., BBB penetration, CYP inhibition). Dataset: cyp3a4_veith.. Dataset: CYP3A4 inhibition data for predicting drug metabolism from PubChem BioAssay (1) The drug is O=C(O)[C@@H]1[C@@H]2CC[C@@H](O2)[C@H]1C(=O)O. The result is 0 (non-inhibitor). (2) The molecule is COc1cc(C(=O)NCc2ccc(OCCN(C)C)cc2)cc(OC)c1OC. The result is 0 (non-inhibitor). (3) The compound is Clc1ccc(CSCCc2ccncc2)cc1Cl. The result is 1 (inhibitor).